The task is: Predict the reaction yield, written as a fraction of the theoretical maximum amount of product (1.0 means a 100% yield; for example, 0.34 means a 34% yield).. This data is from Reaction yield outcomes from USPTO patents with 853,638 reactions. (1) The reactants are [CH2:1]([N:3]1[C:7](=[NH:8])/[C:6](=[CH:9]/[C:10]2[CH:28]=[CH:27][C:13]([O:14][C:15]3[CH:22]=[CH:21][C:18]([C:19]#[N:20])=[CH:17][C:16]=3[C:23]([F:26])([F:25])[F:24])=[C:12]([O:29][CH3:30])[CH:11]=2)/[NH:5][C:4]1=[O:31])[CH3:2].[C:32](=O)([O-])[O-].[K+].[K+].IC.O. The catalyst is CN(C)C=O. The product is [CH2:1]([N:3]1[C:7](=[NH:8])/[C:6](=[CH:9]/[C:10]2[CH:28]=[CH:27][C:13]([O:14][C:15]3[CH:22]=[CH:21][C:18]([C:19]#[N:20])=[CH:17][C:16]=3[C:23]([F:26])([F:25])[F:24])=[C:12]([O:29][CH3:30])[CH:11]=2)/[N:5]([CH3:32])[C:4]1=[O:31])[CH3:2]. The yield is 0.890. (2) The reactants are [CH3:1][N:2]([S:16]([CH3:19])(=[O:18])=[O:17])[C:3]1[CH:4]=[C:5]([CH:10]=[C:11]([N+:13]([O-])=O)[CH:12]=1)[C:6]([O:8]C)=[O:7].[C:20](#N)[CH2:21][CH3:22].C([O-])=O.[NH4+].[OH-].[Na+].C([O-])(=O)CC(CC([O-])=O)(C([O-])=O)O. The catalyst is CO.[Pd].O. The product is [CH2:20]([NH:13][C:11]1[CH:12]=[C:3]([N:2]([CH3:1])[S:16]([CH3:19])(=[O:18])=[O:17])[CH:4]=[C:5]([CH:10]=1)[C:6]([OH:8])=[O:7])[CH2:21][CH3:22]. The yield is 0.430. (3) The product is [Cl:63][C:39]1[C:38]([C:33]2[CH:34]=[CH:35][CH:36]=[CH:37][N:32]=2)=[CH:47][C:46]2[N:45]([CH2:48][C:49]([F:52])([F:51])[F:50])[C:44](=[O:53])[C:43]3[CH:54]=[N:55][NH:56][C:42]=3[C:41]=2[CH:40]=1. The yield is 0.350. The reactants are N1C=CC=CC=1N1CC2C(=O)N(CC(F)(F)F)C3C=CC=CC=3C=2N1C1CCCCO1.[N:32]1[CH:37]=[CH:36][CH:35]=[CH:34][C:33]=1[C:38]1[CH:39]=[CH:40][C:41]2[C:42]3[C:43](=[CH:54][N:55](C4CCCCO4)[N:56]=3)[C:44](=[O:53])[N:45]([CH2:48][C:49]([F:52])([F:51])[F:50])[C:46]=2[CH:47]=1.[Cl:63]N1C(=O)CCC1=O. The catalyst is C(O)(=O)C.C(Cl)Cl. (4) The reactants are Br[C:2]1[S:6][C:5]([NH:7][C:8]([NH:10][C:11]2[CH:16]=[CH:15][C:14]([CH3:17])=[CH:13][C:12]=2[C:18]([CH:20]2[CH2:24][CH2:23][CH2:22][CH2:21]2)=[O:19])=[O:9])=[N:4][CH:3]=1.[CH2:25]([O:27][C:28]([C:30]1[N:31]=[C:32]([SH:35])[NH:33][CH:34]=1)=[O:29])[CH3:26]. No catalyst specified. The product is [CH2:25]([O:27][C:28]([C:30]1[N:31]=[C:32]([S:35][C:2]2[S:6][C:5]([NH:7][C:8]([NH:10][C:11]3[CH:16]=[CH:15][C:14]([CH3:17])=[CH:13][C:12]=3[C:18]([CH:20]3[CH2:24][CH2:23][CH2:22][CH2:21]3)=[O:19])=[O:9])=[N:4][CH:3]=2)[NH:33][CH:34]=1)=[O:29])[CH3:26]. The yield is 0.380. (5) The reactants are [C:1]([O:4][CH:5]1[C:6]([OH:53])([CH3:52])[CH2:7][CH2:8][CH:9]([O:44][Si:45]([CH2:50][CH3:51])([CH2:48][CH3:49])[CH2:46][CH3:47])[CH2:10][C:11]([O:13][CH:14](/[C:19](/[CH3:43])=[CH:20]/[CH:21]=[CH:22]/[CH:23]([CH3:42])[CH2:24][CH:25]2[O:41][CH:26]2[CH:27]([CH3:40])[CH:28]([O:31][C:32](=[O:39])[C:33]2[CH:38]=[CH:37][CH:36]=[CH:35][CH:34]=2)[CH2:29][CH3:30])[CH:15]([CH3:18])[CH:16]=[CH:17]1)=[O:12])(=[O:3])[CH3:2].C1(C)C=CC(S([O-])(=O)=O)=CC=1.[NH+]1C=CC=CC=1.[C:71]([O:74][CH2:75][CH3:76])(=O)[CH3:72]. The catalyst is C(Cl)Cl.C(OCC)=C.C1(C)C=CC(S([O-])(=O)=O)=CC=1.[NH+]1C=CC=CC=1. The product is [C:1]([O:4][CH:5]1[C:6]([O:53][CH:71]([O:74][CH2:75][CH3:76])[CH3:72])([CH3:52])[CH2:7][CH2:8][CH:9]([O:44][Si:45]([CH2:48][CH3:49])([CH2:46][CH3:47])[CH2:50][CH3:51])[CH2:10][C:11]([O:13][CH:14](/[C:19](/[CH3:43])=[CH:20]/[CH:21]=[CH:22]/[CH:23]([CH3:42])[CH2:24][CH:25]2[O:41][CH:26]2[CH:27]([CH3:40])[CH:28]([O:31][C:32](=[O:39])[C:33]2[CH:34]=[CH:35][CH:36]=[CH:37][CH:38]=2)[CH2:29][CH3:30])[CH:15]([CH3:18])[CH:16]=[CH:17]1)=[O:12])(=[O:3])[CH3:2]. The yield is 0.851.